From a dataset of TCR-epitope binding with 47,182 pairs between 192 epitopes and 23,139 TCRs. Binary Classification. Given a T-cell receptor sequence (or CDR3 region) and an epitope sequence, predict whether binding occurs between them. (1) The epitope is FLNGSCGSV. Result: 1 (the TCR binds to the epitope). The TCR CDR3 sequence is CATSDPNRSSGNEQFF. (2) The epitope is MPASWVMRI. The TCR CDR3 sequence is CASSQVLAASSYNEQFF. Result: 1 (the TCR binds to the epitope). (3) The TCR CDR3 sequence is CASSAGQGWKGQYF. The epitope is QECVRGTTVL. Result: 0 (the TCR does not bind to the epitope). (4) The epitope is PROT_97E67BCC. The TCR CDR3 sequence is CASSPLTSATDTQYF. Result: 1 (the TCR binds to the epitope). (5) The epitope is LLFGYPVYV. The TCR CDR3 sequence is CASISSFRGGSETQYF. Result: 0 (the TCR does not bind to the epitope). (6) The epitope is LLSAGIFGA. The TCR CDR3 sequence is CASRDSAVSYNEQFF. Result: 1 (the TCR binds to the epitope). (7) The epitope is TPRVTGGGAM. The TCR CDR3 sequence is CAARDTINYGYTF. Result: 0 (the TCR does not bind to the epitope). (8) The epitope is YLDAYNMMI. The TCR CDR3 sequence is CASSLGGSGRAGDEQFF. Result: 1 (the TCR binds to the epitope). (9) The epitope is FVRATATIPI. The TCR CDR3 sequence is CASSEVEAGGPLNEQFF. Result: 0 (the TCR does not bind to the epitope). (10) The epitope is LLALHRSYL. The TCR CDR3 sequence is CASSRSTGELFF. Result: 0 (the TCR does not bind to the epitope).